This data is from Peptide-MHC class II binding affinity with 134,281 pairs from IEDB. The task is: Regression. Given a peptide amino acid sequence and an MHC pseudo amino acid sequence, predict their binding affinity value. This is MHC class II binding data. (1) The binding affinity (normalized) is 0.546. The peptide sequence is DYLKAQQNRRFMIYV. The MHC is DRB1_0401 with pseudo-sequence DRB1_0401. (2) The peptide sequence is NGDGDVVAVDIKEKG. The MHC is HLA-DPA10301-DPB10402 with pseudo-sequence HLA-DPA10301-DPB10402. The binding affinity (normalized) is 0.0331. (3) The peptide sequence is NTARLMAGAGPAPML. The MHC is DRB1_1302 with pseudo-sequence DRB1_1302. The binding affinity (normalized) is 0.408. (4) The peptide sequence is WLLIEVLKGMKTTSE. The MHC is DRB1_1101 with pseudo-sequence DRB1_1101. The binding affinity (normalized) is 0.745. (5) The MHC is HLA-DQA10501-DQB10302 with pseudo-sequence HLA-DQA10501-DQB10302. The peptide sequence is VIPEPGQQRSIQDNQ. The binding affinity (normalized) is 0.230. (6) The peptide sequence is AYLVLDPLIYFGPFA. The MHC is HLA-DQA10501-DQB10201 with pseudo-sequence HLA-DQA10501-DQB10201. The binding affinity (normalized) is 0.514. (7) The MHC is DRB1_0404 with pseudo-sequence DRB1_0404. The peptide sequence is SILKWHLHKVVEVPI. The binding affinity (normalized) is 0.460. (8) The peptide sequence is AASGAATVAAGGYKV. The MHC is DRB5_0101 with pseudo-sequence DRB5_0101. The binding affinity (normalized) is 0.437. (9) The peptide sequence is NRATWASHIHLVIHR. The MHC is HLA-DQA10201-DQB10301 with pseudo-sequence HLA-DQA10201-DQB10301. The binding affinity (normalized) is 0.620. (10) The peptide sequence is HMQDKTMVKKWRDVP. The MHC is HLA-DQA10201-DQB10303 with pseudo-sequence HLA-DQA10201-DQB10303. The binding affinity (normalized) is 0.